Task: Predict the reaction yield, written as a fraction of the theoretical maximum amount of product (1.0 means a 100% yield; for example, 0.34 means a 34% yield).. Dataset: Reaction yield outcomes from USPTO patents with 853,638 reactions (1) The reactants are C([Mg]Br)(C)C.Br[C:7]1[CH:12]=[CH:11][C:10]([F:13])=[CH:9][C:8]=1[CH:14]([F:16])[F:15].CN(C)[CH:19]=[O:20].O. The catalyst is C1COCC1. The product is [F:15][CH:14]([F:16])[C:8]1[CH:9]=[C:10]([F:13])[CH:11]=[CH:12][C:7]=1[CH:19]=[O:20]. The yield is 0.680. (2) The yield is 0.790. The catalyst is C1(OC2C=CC=CC=2)C=CC=CC=1. The reactants are C(O[C:4](=[O:21])[C:5](=[CH:11][NH:12][C:13]1[CH:18]=[CH:17][CH:16]=[C:15]([CH2:19][CH3:20])[N:14]=1)[C:6]([O:8][CH2:9][CH3:10])=[O:7])C. The product is [CH2:9]([O:8][C:6]([C:5]1[C:4](=[O:21])[C:18]2[C:13](=[N:14][C:15]([CH2:19][CH3:20])=[CH:16][CH:17]=2)[NH:12][CH:11]=1)=[O:7])[CH3:10]. (3) The reactants are [NH2:1][C:2]1[CH:7]=[CH:6][CH:5]=[C:4]([F:8])[C:3]=1[OH:9].S(=O)(=O)(O)O.O[CH2:16][CH:17]([CH2:19]O)O. The catalyst is [N+](C1C=CC=CC=1)([O-])=O. The product is [F:8][C:4]1[C:3]([OH:9])=[C:2]2[C:7]([CH:16]=[CH:17][CH:19]=[N:1]2)=[CH:6][CH:5]=1. The yield is 0.517. (4) The reactants are [OH:1][C@H:2]1[CH2:19][CH2:18][C@@:17]2([CH3:20])[C:4](=[CH:5][CH2:6][C@@H:7]3[C@@H:16]2[CH2:15][CH2:14][C@@:12]2([CH3:13])[C@H:8]3[CH2:9][CH:10]=[C:11]2[N:21]2[C:25]3[CH:26]=[CH:27][CH:28]=[CH:29][C:24]=3[N:23]=[CH:22]2)[CH2:3]1.CN1CCC(=O)CC1.C1(C)C=CC=CC=1.CC(C)[O-].[Al+3].CC(C)[O-].CC(C)[O-]. The catalyst is CCOC(C)=O. The product is [N:21]1([C:11]2[C@:12]3([CH2:14][CH2:15][C@H:16]4[C@@H:7]([CH2:6][CH2:5][C:4]5[C@:17]4([CH3:20])[CH2:18][CH2:19][C:2](=[O:1])[CH:3]=5)[C@@H:8]3[CH2:9][CH:10]=2)[CH3:13])[C:25]2[CH:26]=[CH:27][CH:28]=[CH:29][C:24]=2[N:23]=[CH:22]1. The yield is 0.820. (5) The reactants are [NH:1]1[CH:5]=[CH:4][CH:3]=[N:2]1.[H-].[Na+].[Cl:8][C:9]1[CH:10]=[C:11]([C:16]2([C:30]([F:33])([F:32])[F:31])[O:20][N:19]=[C:18]([C:21]3[CH:22]=[CH:23][C:24](F)=[C:25]([CH:28]=3)[C:26]#[N:27])[CH2:17]2)[CH:12]=[C:13]([Cl:15])[CH:14]=1.O. The catalyst is CN(C=O)C.C(OCC)(=O)C. The product is [Cl:8][C:9]1[CH:10]=[C:11]([C:16]2([C:30]([F:32])([F:31])[F:33])[O:20][N:19]=[C:18]([C:21]3[CH:22]=[CH:23][C:24]([N:1]4[CH:5]=[CH:4][CH:3]=[N:2]4)=[C:25]([CH:28]=3)[C:26]#[N:27])[CH2:17]2)[CH:12]=[C:13]([Cl:15])[CH:14]=1. The yield is 0.570. (6) The reactants are [F:1][C:2]1[N:7]=[CH:6][C:5]([CH:8]2[O:12][CH:11]([CH2:13][OH:14])[CH2:10][CH2:9]2)=[CH:4][CH:3]=1.[O:15]1[CH:20]=[CH:19][CH2:18][CH2:17][CH2:16]1.C1(C)C=CC(S(O)(=O)=O)=CC=1. The catalyst is ClCCl.C(=O)(O)[O-].[Na+]. The product is [F:1][C:2]1[CH:3]=[CH:4][C:5]([CH:8]2[CH2:9][CH2:10][CH:11]([CH2:13][O:14][CH:16]3[CH2:17][CH2:18][CH2:19][CH2:20][O:15]3)[O:12]2)=[CH:6][N:7]=1. The yield is 0.690.